This data is from Peptide-MHC class I binding affinity with 185,985 pairs from IEDB/IMGT. The task is: Regression. Given a peptide amino acid sequence and an MHC pseudo amino acid sequence, predict their binding affinity value. This is MHC class I binding data. (1) The peptide sequence is ALLGERPII. The MHC is HLA-B27:05 with pseudo-sequence HLA-B27:05. The binding affinity (normalized) is 0.0847. (2) The peptide sequence is FVNKHLPTM. The binding affinity (normalized) is 0.319. The MHC is HLA-A02:01 with pseudo-sequence HLA-A02:01. (3) The peptide sequence is RVYNNTARY. The MHC is HLA-B40:01 with pseudo-sequence HLA-B40:01. The binding affinity (normalized) is 0.0847. (4) The peptide sequence is APAKKAAPA. The MHC is HLA-B15:09 with pseudo-sequence HLA-B15:09. The binding affinity (normalized) is 0.0847. (5) The peptide sequence is MAMVLSIVSL. The MHC is HLA-B08:01 with pseudo-sequence HLA-B08:01. The binding affinity (normalized) is 0.379. (6) The peptide sequence is WLKHIEKNY. The MHC is HLA-B08:02 with pseudo-sequence HLA-B08:02. The binding affinity (normalized) is 0.0847.